Dataset: Full USPTO retrosynthesis dataset with 1.9M reactions from patents (1976-2016). Task: Predict the reactants needed to synthesize the given product. (1) Given the product [C:60]([O:64][C:65](=[O:69])[CH2:66][CH2:67][O:25][C:22]1[C:21]2[CH:26]=[C:17]([CH2:16][O:15][C:12]3[CH:11]=[CH:10][C:9]([C:5]4[CH:6]=[C:7]([F:8])[C:2]([F:1])=[CH:3][C:4]=4[O:27][CH3:28])=[CH:14][CH:13]=3)[CH:18]=[CH:19][C:20]=2[O:24][N:23]=1)([CH3:63])([CH3:62])[CH3:61], predict the reactants needed to synthesize it. The reactants are: [F:1][C:2]1[C:7]([F:8])=[CH:6][C:5]([C:9]2[CH:14]=[CH:13][C:12]([O:15][CH2:16][C:17]3[CH:18]=[CH:19][C:20]4[O:24][N:23]=[C:22]([OH:25])[C:21]=4[CH:26]=3)=[CH:11][CH:10]=2)=[C:4]([O:27][CH3:28])[CH:3]=1.CCOC(/N=N/C(OCC)=O)=O.C1(P(C2C=CC=CC=2)C2C=CC=CC=2)C=CC=CC=1.[C:60]([O:64][C:65](=[O:69])[CH2:66][CH2:67]O)([CH3:63])([CH3:62])[CH3:61]. (2) Given the product [OH:15][CH2:14][C@H:13]1[O:12][CH:11]2[CH:7]([N:8]=[C:9]([NH:19][CH2:20][C:21]([F:24])([F:22])[F:23])[S:10]2)[C@@H:6]([OH:25])[C@@H:5]1[OH:4], predict the reactants needed to synthesize it. The reactants are: C([O:4][C@@H:5]1[C@@H:13]([CH2:14][O:15]C(=O)C)[O:12][CH:11]2[CH:7]([N:8]=[C:9]([NH:19][CH2:20][C:21]([F:24])([F:23])[F:22])[S:10]2)[C@H:6]1[O:25]C(=O)C)(=O)C.C([O-])([O-])=O.[K+].[K+].